Dataset: Forward reaction prediction with 1.9M reactions from USPTO patents (1976-2016). Task: Predict the product of the given reaction. (1) The product is: [Cl:1][C:2]1[CH:3]=[CH:4][C:5]([C:8]2[NH:9][C:10]3[N:11]([N:15]=[CH:16][C:17]=3[C:18]3[O:19][CH:21]=[CH:22][N:20]=3)[C:12](=[O:14])[CH:13]=2)=[N:6][CH:7]=1. Given the reactants [Cl:1][C:2]1[CH:3]=[CH:4][C:5]([C:8]2[NH:9][C:10]3[N:11]([N:15]=[CH:16][C:17]=3[C:18]([NH2:20])=[O:19])[C:12](=[O:14])[CH:13]=2)=[N:6][CH:7]=1.[CH3:21][C:22]1C=CC(S(O)(=O)=O)=CC=1.BrCC(OCC)OCC, predict the reaction product. (2) Given the reactants [CH3:1][NH2:2].[CH3:3][N:4]1[CH2:32][CH2:31][C:7]2[N:8]([CH2:16][CH:17]([C:24]3[CH:29]=[CH:28][C:27]([F:30])=[CH:26][CH:25]=3)[CH2:18][C:19]([O:21]CC)=O)[C:9]3[CH:10]=[CH:11][C:12]([CH3:15])=[CH:13][C:14]=3[C:6]=2[CH2:5]1, predict the reaction product. The product is: [CH3:3][N:4]1[CH2:32][CH2:31][C:7]2[N:8]([CH2:16][CH:17]([C:24]3[CH:29]=[CH:28][C:27]([F:30])=[CH:26][CH:25]=3)[CH2:18][C:19]([NH:2][CH3:1])=[O:21])[C:9]3[CH:10]=[CH:11][C:12]([CH3:15])=[CH:13][C:14]=3[C:6]=2[CH2:5]1. (3) Given the reactants [CH2:1]([O:5][C:6]1[CH:7]=[C:8]([CH:12](C(OC(C)(C)C)=O)[CH2:13][NH:14][CH2:15][C:16]([N:18]([CH3:20])[CH3:19])=[O:17])[CH:9]=[CH:10][CH:11]=1)[CH2:2][CH2:3][CH3:4].[ClH:28].CCOCC, predict the reaction product. The product is: [ClH:28].[CH2:1]([O:5][C:6]1[CH:7]=[C:8]([CH2:12][CH2:13][NH:14][CH2:15][C:16]([N:18]([CH3:20])[CH3:19])=[O:17])[CH:9]=[CH:10][CH:11]=1)[CH2:2][CH2:3][CH3:4]. (4) Given the reactants [I:1][C:2]1[C:7]([CH2:8][CH3:9])=[C:6]([I:10])[CH:5]=[C:4]([I:11])[C:3]=1[C:12]1[CH:17]=[CH:16][C:15]([C:18](O)=[O:19])=[C:14]([N+:21]([O-:23])=[O:22])[CH:13]=1.S(Cl)([Cl:26])=O, predict the reaction product. The product is: [I:1][C:2]1[C:7]([CH2:8][CH3:9])=[C:6]([I:10])[CH:5]=[C:4]([I:11])[C:3]=1[C:12]1[CH:17]=[CH:16][C:15]([C:18]([Cl:26])=[O:19])=[C:14]([N+:21]([O-:23])=[O:22])[CH:13]=1. (5) Given the reactants [CH3:1][O:2][C:3]1[CH:4]=[CH:5][C:6]2[NH:12][C:11](=[O:13])[N:10]([CH:14]3[CH2:19][CH2:18][NH:17][CH2:16][CH2:15]3)[CH2:9][CH2:8][C:7]=2[CH:20]=1.[F:21][C:22]1[CH:23]=[C:24]([CH:39]=[C:40](F)[CH:41]=1)[C:25]([C:27]1[CH:37]=[C:36]([CH3:38])[C:30]2[N:31]([CH3:35])[C:32](=[O:34])[O:33][C:29]=2[CH:28]=1)=[O:26], predict the reaction product. The product is: [CH3:35][N:31]1[C:30]2[C:36]([CH3:38])=[CH:37][C:27]([C:25]([C:24]3[CH:39]=[C:40]([N:17]4[CH2:18][CH2:19][CH:14]([N:10]5[CH2:9][CH2:8][C:7]6[CH:20]=[C:3]([O:2][CH3:1])[CH:4]=[CH:5][C:6]=6[NH:12][C:11]5=[O:13])[CH2:15][CH2:16]4)[CH:41]=[C:22]([F:21])[CH:23]=3)=[O:26])=[CH:28][C:29]=2[O:33][C:32]1=[O:34]. (6) Given the reactants Cl[C:2]1[N:7]=[CH:6][N:5]=[C:4]([C:8]([NH:10][C:11]2[CH:12]=[C:13]3[C:17](=[CH:18][CH:19]=2)[NH:16][N:15]=[CH:14]3)=[O:9])[CH:3]=1.[CH3:20][O:21][CH2:22][CH2:23][NH:24][CH:25]([CH3:27])[CH3:26], predict the reaction product. The product is: [NH:16]1[C:17]2[C:13](=[CH:12][C:11]([NH:10][C:8]([C:4]3[CH:3]=[C:2]([N:24]([CH:25]([CH3:27])[CH3:26])[CH2:23][CH2:22][O:21][CH3:20])[N:7]=[CH:6][N:5]=3)=[O:9])=[CH:19][CH:18]=2)[CH:14]=[N:15]1.